Dataset: Blood-brain barrier permeability classification from the B3DB database. Task: Regression/Classification. Given a drug SMILES string, predict its absorption, distribution, metabolism, or excretion properties. Task type varies by dataset: regression for continuous measurements (e.g., permeability, clearance, half-life) or binary classification for categorical outcomes (e.g., BBB penetration, CYP inhibition). Dataset: b3db_classification. (1) The molecule is Cc1nc(N2CCc3ccccc3CC2)c([N+](=O)[O-])c(=O)[nH]1. The result is 1 (penetrates BBB). (2) The compound is C=CCSCC(=O)N[C@@H]1C(=O)N2[C@H]1SC(C)(C)[C@H]2C(=O)O. The result is 0 (does not penetrate BBB).